This data is from Forward reaction prediction with 1.9M reactions from USPTO patents (1976-2016). The task is: Predict the product of the given reaction. (1) Given the reactants Cl.Cl.[F:3][C:4]([F:25])([F:24])[C:5]1[CH:10]=[CH:9][C:8]([N:11]2[CH:15]=[CH:14][C:13]([CH2:16][N:17]3[CH2:22][CH2:21][CH:20]([NH2:23])[CH2:19][CH2:18]3)=[CH:12]2)=[CH:7][CH:6]=1.[N:26]([C:29]1[C:38]2[C:33](=[CH:34][CH:35]=[CH:36][CH:37]=2)[CH:32]=[CH:31][CH:30]=1)=[C:27]=[O:28].CCN(C(C)C)C(C)C, predict the reaction product. The product is: [C:29]1([NH:26][C:27]([NH:23][CH:20]2[CH2:21][CH2:22][N:17]([CH2:16][C:13]3[CH:14]=[CH:15][N:11]([C:8]4[CH:9]=[CH:10][C:5]([C:4]([F:3])([F:24])[F:25])=[CH:6][CH:7]=4)[CH:12]=3)[CH2:18][CH2:19]2)=[O:28])[C:38]2[C:33](=[CH:34][CH:35]=[CH:36][CH:37]=2)[CH:32]=[CH:31][CH:30]=1. (2) Given the reactants C(OC([N:11]1[CH2:16][CH2:15][CH:14](/[CH:17]=[CH:18]/[C:19]2[CH:24]=[CH:23][CH:22]=[CH:21][C:20]=2[O:25][CH2:26][CH:27]2[CH2:32][CH2:31][CH2:30][CH2:29][CH2:28]2)[CH2:13][CH2:12]1)=O)C1C=CC=CC=1, predict the reaction product. The product is: [CH:27]1([CH2:26][O:25][C:20]2[CH:21]=[CH:22][CH:23]=[CH:24][C:19]=2[CH2:18][CH2:17][CH:14]2[CH2:15][CH2:16][NH:11][CH2:12][CH2:13]2)[CH2:28][CH2:29][CH2:30][CH2:31][CH2:32]1.